Dataset: Full USPTO retrosynthesis dataset with 1.9M reactions from patents (1976-2016). Task: Predict the reactants needed to synthesize the given product. (1) Given the product [C:1]([O:5][C@@H:6]([C:11]1[C:40]([CH3:41])=[C:39]([C:42]([CH3:44])=[CH2:43])[C:38]2=[N:45][C:35]3=[CH:36][N:37]2[C:12]=1[N:13]1[CH2:14][CH2:15][C:16]([CH3:51])([O:17][CH2:18][CH2:19][CH2:20][CH2:21][C@H:22]([CH3:48])[O:23][C:24]2[CH:25]=[CH:26][C:27]([F:47])=[CH:28][C:29]=2[C:30]2[CH:46]=[C:34]3[CH:33]=[CH:32][CH:31]=2)[CH2:49][CH2:50]1)[C:7]([OH:9])=[O:8])([CH3:2])([CH3:3])[CH3:4], predict the reactants needed to synthesize it. The reactants are: [C:1]([O:5][C@@H:6]([C:11]1[C:40]([CH3:41])=[C:39]([C:42]([CH3:44])=[CH2:43])[C:38]2=[N:45][C:35]3=[CH:36][N:37]2[C:12]=1[N:13]1[CH2:50][CH2:49][C:16]([CH3:51])([O:17][CH2:18][CH2:19][CH2:20][CH2:21][C@H:22]([CH3:48])[O:23][C:24]2[CH:25]=[CH:26][C:27]([F:47])=[CH:28][C:29]=2[C:30]2[CH:46]=[C:34]3[CH:33]=[CH:32][CH:31]=2)[CH2:15][CH2:14]1)[C:7]([O:9]C)=[O:8])([CH3:4])([CH3:3])[CH3:2].C(O[C@@H](C1C(C)=CC2=NC3=C(Cl)N2C=1N1CCC(C)(OCCCC[C@H](C)OC2C=CC(C)=CC=2C2C=C3C=CC=2)CC1)C(O)=O)(C)(C)C. (2) Given the product [C:21]([O:20][C:18](=[O:19])[NH:17][C@H:10]([CH2:11][O:12][CH2:13][C:14](=[O:16])[NH:29][CH2:33][O:38][CH3:39])[C@H:9]([O:8][CH2:1][C:2]1[CH:3]=[CH:4][CH:5]=[CH:6][CH:7]=1)[CH3:25])([CH3:24])([CH3:23])[CH3:22], predict the reactants needed to synthesize it. The reactants are: [CH2:1]([O:8][C@H:9]([CH3:25])[C@H:10]([NH:17][C:18]([O:20][C:21]([CH3:24])([CH3:23])[CH3:22])=[O:19])[CH2:11][O:12][CH2:13][C:14]([OH:16])=O)[C:2]1[CH:7]=[CH:6][CH:5]=[CH:4][CH:3]=1.C([N:29]([CH2:33]C)C(C)C)(C)C.Cl.CN[O:38][CH3:39].CCN=C=NCCCN(C)C.C1C=CC2N(O)N=NC=2C=1.